Predict the product of the given reaction. From a dataset of Forward reaction prediction with 1.9M reactions from USPTO patents (1976-2016). Given the reactants Cl[CH2:2][C:3]1[N:4]=[C:5]2[N:10]=[CH:9][C:8]([C:11]3[CH:16]=[CH:15][C:14]([F:17])=[CH:13][C:12]=3[F:18])=[N:7][N:6]2[CH:19]=1.[OH:20][C:21]1[CH:26]=[CH:25][CH:24]=[CH:23][N:22]=1, predict the reaction product. The product is: [F:18][C:12]1[CH:13]=[C:14]([F:17])[CH:15]=[CH:16][C:11]=1[C:8]1[CH:9]=[N:10][C:5]2[N:6]([CH:19]=[C:3]([CH2:2][O:20][C:21]3[CH:26]=[CH:25][CH:24]=[CH:23][N:22]=3)[N:4]=2)[N:7]=1.